From a dataset of Forward reaction prediction with 1.9M reactions from USPTO patents (1976-2016). Predict the product of the given reaction. Given the reactants Cl.[Cl:2][C:3]1[CH:8]=[CH:7][C:6]([S:9][CH2:10][N:11]2[C:15]3[CH:16]=[CH:17][CH:18]=[CH:19][C:14]=3[N:13]([CH3:20])[C:12]2=[NH:21])=[CH:5][CH:4]=1.C1C=C(Cl)C=C(C(OO)=[O:30])C=1, predict the reaction product. The product is: [ClH:2].[Cl:2][C:3]1[CH:8]=[CH:7][C:6]([S:9]([CH2:10][N:11]2[C:15]3[CH:16]=[CH:17][CH:18]=[CH:19][C:14]=3[N:13]([CH3:20])[C:12]2=[NH:21])=[O:30])=[CH:5][CH:4]=1.